This data is from Peptide-MHC class I binding affinity with 185,985 pairs from IEDB/IMGT. The task is: Regression. Given a peptide amino acid sequence and an MHC pseudo amino acid sequence, predict their binding affinity value. This is MHC class I binding data. (1) The peptide sequence is WPTVRERM. The MHC is HLA-A01:01 with pseudo-sequence HLA-A01:01. The binding affinity (normalized) is 0. (2) The peptide sequence is YELHPDKW. The MHC is H-2-Kk with pseudo-sequence H-2-Kk. The binding affinity (normalized) is 0.254. (3) The peptide sequence is DYCNVLNKEF. The MHC is HLA-B57:01 with pseudo-sequence HLA-B57:01. The binding affinity (normalized) is 0. (4) The peptide sequence is FASFYYIWK. The MHC is HLA-A11:01 with pseudo-sequence HLA-A11:01. The binding affinity (normalized) is 0.680. (5) The peptide sequence is RAGFHPTARR. The MHC is Patr-A0401 with pseudo-sequence Patr-A0401. The binding affinity (normalized) is 0.369. (6) The peptide sequence is SETQHGTIL. The MHC is HLA-B40:01 with pseudo-sequence HLA-B40:01. The binding affinity (normalized) is 0.873. (7) The peptide sequence is GMEAQFLYLY. The MHC is HLA-A26:01 with pseudo-sequence HLA-A26:01. The binding affinity (normalized) is 0.130.